Dataset: Reaction yield outcomes from USPTO patents with 853,638 reactions. Task: Predict the reaction yield, written as a fraction of the theoretical maximum amount of product (1.0 means a 100% yield; for example, 0.34 means a 34% yield). (1) The reactants are C(O)(C(F)(F)F)=O.[F:8][C:9]1[CH:10]=[C:11]2[C:16](=[CH:17][CH:18]=1)[N:15]=[CH:14][CH:13]=[C:12]2[N:19]1[CH2:24][CH2:23][CH:22]([CH2:25][NH2:26])[CH2:21][CH2:20]1.[CH3:27][C:28]1[CH:36]=[CH:35][C:31]([C:32](O)=[O:33])=[CH:30][CH:29]=1.CCN(C(C)C)C(C)C.C1CN([P+](ON2N=NC3C=CC=CC2=3)(N2CCCC2)N2CCCC2)CC1.F[P-](F)(F)(F)(F)F. The catalyst is C1COCC1.O1CCOCC1.CN(C=O)C.CS(C)=O. The product is [F:8][C:9]1[CH:10]=[C:11]2[C:16](=[CH:17][CH:18]=1)[N:15]=[CH:14][CH:13]=[C:12]2[N:19]1[CH2:24][CH2:23][CH:22]([CH2:25][NH:26][C:32](=[O:33])[C:31]2[CH:35]=[CH:36][C:28]([CH3:27])=[CH:29][CH:30]=2)[CH2:21][CH2:20]1. The yield is 0.650. (2) The reactants are [F:1][C:2]1[CH:3]=[C:4]([C:9]2[CH:17]=[CH:16][C:12]([C:13]([OH:15])=O)=[CH:11][N:10]=2)[CH:5]=[C:6]([F:8])[CH:7]=1.C1C=CC2N(O)N=NC=2C=1.[NH2:28][CH:29]1[CH2:34][CH2:33][N:32]([C:35]([O:37][CH2:38][CH3:39])=[O:36])[CH2:31][CH2:30]1.C(O)C(N)(CO)CO. The catalyst is C(Cl)Cl. The product is [F:8][C:6]1[CH:5]=[C:4]([C:9]2[N:10]=[CH:11][C:12]([C:13]([NH:28][CH:29]3[CH2:30][CH2:31][N:32]([C:35]([O:37][CH2:38][CH3:39])=[O:36])[CH2:33][CH2:34]3)=[O:15])=[CH:16][CH:17]=2)[CH:3]=[C:2]([F:1])[CH:7]=1. The yield is 0.0900. (3) The reactants are [CH3:1][CH:2]([O:4][C:5]1[CH:14]=[C:13]2[C:8]([CH2:9][CH2:10][NH:11][C:12]2=[O:15])=[CH:7][N:6]=1)[CH3:3].C1C(=O)N([Cl:23])C(=O)C1. The product is [Cl:23][C:14]1[C:5]([O:4][CH:2]([CH3:1])[CH3:3])=[N:6][CH:7]=[C:8]2[C:13]=1[C:12](=[O:15])[NH:11][CH2:10][CH2:9]2. The yield is 0.680. The catalyst is CC(O)=O. (4) The reactants are [CH3:1][O:2][C:3]1[CH:4]=[C:5]([N:9]2[CH2:14][CH2:13][NH:12][CH2:11][CH2:10]2)[CH:6]=[CH:7][CH:8]=1.[F:15][C:16]([F:32])([F:31])[C:17]1[O:21][N:20]=[C:19]([C:22]2[CH:23]=[C:24]([CH:28]=[CH:29][CH:30]=2)[C:25](O)=[O:26])[N:18]=1. No catalyst specified. The product is [CH3:1][O:2][C:3]1[CH:4]=[C:5]([N:9]2[CH2:14][CH2:13][N:12]([C:25]([C:24]3[CH:28]=[CH:29][CH:30]=[C:22]([C:19]4[N:18]=[C:17]([C:16]([F:31])([F:15])[F:32])[O:21][N:20]=4)[CH:23]=3)=[O:26])[CH2:11][CH2:10]2)[CH:6]=[CH:7][CH:8]=1. The yield is 0.490. (5) The reactants are [H-].[Na+].[C:3]1([CH:10]=[CH:9][C:7]([OH:8])=[CH:6][CH:5]=1)[OH:4].[CH3:11][O:12][CH2:13]Cl.[CH2:15]([O:17][CH2:18]C)C. The catalyst is CN(C=O)C. The product is [CH3:11][O:12][CH2:13][O:4][C:3]1[CH:10]=[CH:9][C:7]([O:8][CH2:15][O:17][CH3:18])=[CH:6][CH:5]=1. The yield is 0.630. (6) The reactants are Br[C:2]1[CH:3]=[N:4][N:5]2[CH:10]=[CH:9][C:8]([NH:11][CH2:12][C@@H:13]3[CH2:17][CH2:16][CH2:15][N:14]3[C:18]([O:20][C:21]([CH3:24])([CH3:23])[CH3:22])=[O:19])=[N:7][C:6]=12.[CH2:25]([C:27]1[CH:32]=[CH:31][CH:30]=[CH:29][C:28]=1B(O)O)[CH3:26]. No catalyst specified. The product is [CH2:25]([C:27]1[CH:32]=[CH:31][CH:30]=[CH:29][C:28]=1[C:2]1[CH:3]=[N:4][N:5]2[CH:10]=[CH:9][C:8]([NH:11][CH2:12][C@@H:13]3[CH2:17][CH2:16][CH2:15][N:14]3[C:18]([O:20][C:21]([CH3:24])([CH3:23])[CH3:22])=[O:19])=[N:7][C:6]=12)[CH3:26]. The yield is 0.770.